From a dataset of NCI-60 drug combinations with 297,098 pairs across 59 cell lines. Regression. Given two drug SMILES strings and cell line genomic features, predict the synergy score measuring deviation from expected non-interaction effect. (1) Drug 1: CN1C(=O)N2C=NC(=C2N=N1)C(=O)N. Drug 2: CC(C)CN1C=NC2=C1C3=CC=CC=C3N=C2N. Cell line: MDA-MB-435. Synergy scores: CSS=-5.03, Synergy_ZIP=2.84, Synergy_Bliss=-0.742, Synergy_Loewe=-4.97, Synergy_HSA=-5.36. (2) Drug 1: CC(C)(C#N)C1=CC(=CC(=C1)CN2C=NC=N2)C(C)(C)C#N. Drug 2: CN(CCCl)CCCl.Cl. Cell line: SK-MEL-2. Synergy scores: CSS=7.27, Synergy_ZIP=4.19, Synergy_Bliss=14.8, Synergy_Loewe=2.37, Synergy_HSA=2.37. (3) Drug 1: CC1CCC2CC(C(=CC=CC=CC(CC(C(=O)C(C(C(=CC(C(=O)CC(OC(=O)C3CCCCN3C(=O)C(=O)C1(O2)O)C(C)CC4CCC(C(C4)OC)O)C)C)O)OC)C)C)C)OC. Drug 2: CC1CCCC2(C(O2)CC(NC(=O)CC(C(C(=O)C(C1O)C)(C)C)O)C(=CC3=CSC(=N3)C)C)C. Cell line: K-562. Synergy scores: CSS=54.6, Synergy_ZIP=-1.37, Synergy_Bliss=-2.68, Synergy_Loewe=-2.53, Synergy_HSA=-1.12.